This data is from Forward reaction prediction with 1.9M reactions from USPTO patents (1976-2016). The task is: Predict the product of the given reaction. (1) Given the reactants Br[C:2]1[CH:3]=[N:4][C:5]([N:8]2[C:16]3[C:11](=[CH:12][CH:13]=[C:14]([C:17]([N:19]4[CH2:24][CH2:23][O:22][CH2:21][CH2:20]4)=[O:18])[CH:15]=3)[C:10]([S:25][CH3:26])=[CH:9]2)=[N:6][CH:7]=1.Br[C:28]1[CH:33]=[C:32]([Cl:34])[CH:31]=[CH:30][N:29]=1.OC(C1C=CN=C(C2C=NC(N3C4C(=CC=C(C(N5CCOCC5)=O)C=4)C(SC)=C3)=NC=2)C=1)(C)C, predict the reaction product. The product is: [Cl:34][C:32]1[CH:31]=[CH:30][N:29]=[C:28]([C:2]2[CH:3]=[N:4][C:5]([N:8]3[C:16]4[C:11](=[CH:12][CH:13]=[C:14]([C:17]([N:19]5[CH2:20][CH2:21][O:22][CH2:23][CH2:24]5)=[O:18])[CH:15]=4)[C:10]([S:25][CH3:26])=[CH:9]3)=[N:6][CH:7]=2)[CH:33]=1. (2) Given the reactants [Br:1][C:2]([F:9])([F:8])[C:3]([F:7])([F:6])[CH:4]=[CH2:5].B.C12BC(CCC1)CCC2.[OH:20]O.[OH-].[Na+], predict the reaction product. The product is: [Br:1][C:2]([F:9])([F:8])[C:3]([F:7])([F:6])[CH2:4][CH2:5][OH:20]. (3) Given the reactants [CH3:1][NH:2][C@@H:3]1[CH2:7][CH2:6][N:5]([C:8]2[C:9]3[CH:16]=[CH:15][N:14]([CH2:17][O:18][CH2:19][CH2:20][Si:21]([CH3:24])([CH3:23])[CH3:22])[C:10]=3[N:11]=[CH:12][N:13]=2)[CH2:4]1.Cl[C:26]1[CH:31]=[C:30]([CH3:32])[C:29]([N+:33]([O-:35])=[O:34])=[CH:28][N:27]=1.CCN(C(C)C)C(C)C.O, predict the reaction product. The product is: [CH3:1][N:2]([C@@H:3]1[CH2:7][CH2:6][N:5]([C:8]2[C:9]3[CH:16]=[CH:15][N:14]([CH2:17][O:18][CH2:19][CH2:20][Si:21]([CH3:23])([CH3:22])[CH3:24])[C:10]=3[N:11]=[CH:12][N:13]=2)[CH2:4]1)[C:26]1[CH:31]=[C:30]([CH3:32])[C:29]([N+:33]([O-:35])=[O:34])=[CH:28][N:27]=1. (4) The product is: [F:13][C:10]1([F:14])[CH2:11][CH2:12][N:8]([C:7]2[CH:6]=[CH:5][C:4]([C:15]3[CH:20]=[CH:19][CH:18]=[CH:17][C:16]=3[C:21]3[NH:67][N:66]=[N:65][N:22]=3)=[CH:3][C:2]=2[NH2:1])[CH2:9]1. Given the reactants [NH2:1][C:2]1[CH:3]=[C:4]([C:15]2[C:16]([C:21]#[N:22])=[CH:17][CH:18]=[CH:19][CH:20]=2)[CH:5]=[CH:6][C:7]=1[N:8]1[CH2:12][CH2:11][C:10]([F:14])([F:13])[CH2:9]1.NC1C=C(C2C(C#N)=CC=CC=2)C=CC=1N(CC(C)C)CC(C)C.C(N(CC(C)C)C1C=CC(C2C=CC=CC=2C2N[N:67]=[N:66][N:65]=2)=CC=1N)C(C)C, predict the reaction product. (5) The product is: [NH2:2][C:3]1[C:4]([C:8]([O:10][CH3:11])=[O:9])=[CH:5][S:6][CH:7]=1. Given the reactants Cl.[NH2:2][C:3]1[C:4]([C:8]([O:10][CH3:11])=[O:9])=[CH:5][S:6][CH:7]=1.N, predict the reaction product. (6) Given the reactants [CH3:1][O:2][C:3]1[CH:8]=[C:7]([C:9]([NH:11]C(=O)/C=C\C(O)=O)=[O:10])[CH:6]=[CH:5][N:4]=1.O=P(Cl)(Cl)Cl.[NH2:24][NH:25][C:26]([C:35]1[CH:40]=[CH:39][N:38]=[CH:37][N:36]=1)=[N:27][C:28]1[CH:33]=[CH:32][CH:31]=[CH:30][C:29]=1[Cl:34], predict the reaction product. The product is: [Cl:34][C:29]1[CH:30]=[CH:31][CH:32]=[CH:33][C:28]=1[N:27]1[C:6](/[CH:7]=[CH:8]/[C:3]2[O:10][C:9]([C:7]3[CH:6]=[CH:5][N:4]=[C:3]([O:2][CH3:1])[CH:8]=3)=[N:11][N:4]=2)=[N:24][N:25]=[C:26]1[C:35]1[CH:40]=[CH:39][N:38]=[CH:37][N:36]=1. (7) Given the reactants C=O.[OH-].[Na+].[CH3:5][O:6]CCOC.[F:11][C:12]([F:39])([CH3:38])[CH2:13][CH2:14][S:15]([CH:18]([C:29]1[C:34]([F:35])=[CH:33][CH:32]=[C:31]([F:36])[C:30]=1[F:37])[C:19]1[C:20]([CH3:28])=[CH:21][C:22]([C:25]([NH2:27])=[O:26])=[N:23][CH:24]=1)(=[O:17])=[O:16], predict the reaction product. The product is: [F:39][C:12]([F:11])([CH3:38])[CH2:13][CH2:14][S:15]([CH:18]([C:29]1[C:34]([F:35])=[CH:33][CH:32]=[C:31]([F:36])[C:30]=1[F:37])[C:19]1[C:20]([CH3:28])=[CH:21][C:22]([C:25]([NH:27][CH2:5][OH:6])=[O:26])=[N:23][CH:24]=1)(=[O:17])=[O:16]. (8) The product is: [CH:27]([N:30]1[CH2:35][CH2:34][CH:33]([C:36]([N:22]2[CH2:21][CH2:20][C:19]3[C:24](=[CH:25][CH:26]=[C:17]([C:15]([N:9]4[CH2:14][CH2:13][O:12][CH2:11][CH2:10]4)=[O:16])[CH:18]=3)[CH2:23]2)=[O:37])[CH2:32][CH2:31]1)([CH3:29])[CH3:28]. Given the reactants N1(C=O)CCOCC1.[N:9]1([C:15]([C:17]2[CH:18]=[C:19]3[C:24](=[CH:25][CH:26]=2)[CH2:23][NH:22][CH2:21][CH2:20]3)=[O:16])[CH2:14][CH2:13][O:12][CH2:11][CH2:10]1.[CH:27]([N:30]1[CH2:35][CH2:34][CH:33]([C:36]([O-])=[O:37])[CH2:32][CH2:31]1)([CH3:29])[CH3:28].[K+].C(Cl)CCl.C1C=CC2N(O)N=NC=2C=1, predict the reaction product.